This data is from Forward reaction prediction with 1.9M reactions from USPTO patents (1976-2016). The task is: Predict the product of the given reaction. (1) Given the reactants Cl[C:2]1[C:3]([N:14]2[CH2:19][CH2:18][N:17]([C:20]([O:22][C:23]([CH3:26])([CH3:25])[CH3:24])=[O:21])[CH2:16][CH2:15]2)=[N:4][C:5]2[C:10]([N:11]=1)=[CH:9][C:8]([Cl:12])=[C:7]([F:13])[CH:6]=2.[CH2:27]([O:29][CH:30]([O:33][CH2:34][CH3:35])[CH2:31][NH2:32])[CH3:28], predict the reaction product. The product is: [Cl:12][C:8]1[CH:9]=[C:10]2[C:5](=[CH:6][C:7]=1[F:13])[N:4]=[C:3]([N:14]1[CH2:19][CH2:18][N:17]([C:20]([O:22][C:23]([CH3:26])([CH3:25])[CH3:24])=[O:21])[CH2:16][CH2:15]1)[C:2]([NH:32][CH2:31][CH:30]([O:33][CH2:34][CH3:35])[O:29][CH2:27][CH3:28])=[N:11]2. (2) The product is: [CH2:1]([N:8]1[CH:17]=[C:16]([CH2:18][C:19]2[C:27]3[C:22](=[CH:23][CH:24]=[C:25]([Cl:28])[CH:26]=3)[N:21]([CH2:29][C:30]([OH:32])=[O:31])[C:20]=2[CH3:34])[C:15]2[C:10](=[CH:11][CH:12]=[CH:13][CH:14]=2)[C:9]1=[O:35])[C:2]1[CH:3]=[CH:4][CH:5]=[CH:6][CH:7]=1. Given the reactants [CH2:1]([N:8]1[CH:17]=[C:16]([CH2:18][C:19]2[C:27]3[C:22](=[CH:23][CH:24]=[C:25]([Cl:28])[CH:26]=3)[N:21]([CH2:29][C:30]([O:32]C)=[O:31])[C:20]=2[CH3:34])[C:15]2[C:10](=[CH:11][CH:12]=[CH:13][CH:14]=2)[C:9]1=[O:35])[C:2]1[CH:7]=[CH:6][CH:5]=[CH:4][CH:3]=1.C1COCC1.[OH-].[Li+].Cl, predict the reaction product.